Task: Predict the reaction yield, written as a fraction of the theoretical maximum amount of product (1.0 means a 100% yield; for example, 0.34 means a 34% yield).. Dataset: Reaction yield outcomes from USPTO patents with 853,638 reactions The reactants are [CH2:1]([N:3]([CH2:14][CH3:15])[CH2:4][CH2:5][O:6][C:7]1[CH:12]=[CH:11][C:10]([NH2:13])=[CH:9][CH:8]=1)[CH3:2].O[CH:17]=[C:18]1[C:26]2[C:21](=[CH:22][CH:23]=[CH:24][CH:25]=2)[NH:20][C:19]1=[O:27]. No catalyst specified. The product is [CH2:14]([N:3]([CH2:1][CH3:2])[CH2:4][CH2:5][O:6][C:7]1[CH:8]=[CH:9][C:10]([NH:13][CH:17]=[C:18]2[C:26]3[C:21](=[CH:22][CH:23]=[CH:24][CH:25]=3)[NH:20][C:19]2=[O:27])=[CH:11][CH:12]=1)[CH3:15]. The yield is 0.510.